This data is from Forward reaction prediction with 1.9M reactions from USPTO patents (1976-2016). The task is: Predict the product of the given reaction. Given the reactants Cl[C:2]1[CH:7]=[C:6]([C:8]2[CH:13]=[C:12]([Br:14])[CH:11]=[CH:10][C:9]=2[O:15][CH2:16][CH3:17])[N:5]=[CH:4][N:3]=1.[F:18][C:19]1[CH:25]=[CH:24][C:22]([NH2:23])=[CH:21][CH:20]=1, predict the reaction product. The product is: [Br:14][C:12]1[CH:11]=[CH:10][C:9]([O:15][CH2:16][CH3:17])=[C:8]([C:6]2[N:5]=[CH:4][N:3]=[C:2]([NH:23][C:22]3[CH:24]=[CH:25][C:19]([F:18])=[CH:20][CH:21]=3)[CH:7]=2)[CH:13]=1.